From a dataset of Forward reaction prediction with 1.9M reactions from USPTO patents (1976-2016). Predict the product of the given reaction. (1) Given the reactants [C:1]([N:8]1[CH2:11][CH:10]([C:12]([OH:14])=O)[CH2:9]1)([O:3][C:4]([CH3:7])([CH3:6])[CH3:5])=[O:2].Cl.[CH3:16][NH:17][O:18][CH3:19].C(Cl)CCl.C1C=CC2N(O)N=NC=2C=1.CCN(C(C)C)C(C)C, predict the reaction product. The product is: [CH3:19][O:18][N:17]([CH3:16])[C:12]([CH:10]1[CH2:9][N:8]([C:1]([O:3][C:4]([CH3:5])([CH3:6])[CH3:7])=[O:2])[CH2:11]1)=[O:14]. (2) The product is: [O:1]1[CH2:2][CH2:3][CH:4]([N:7]2[C:11]([NH2:12])=[CH:10][CH:9]=[N:8]2)[CH2:5][CH2:6]1. Given the reactants [O:1]1[CH2:6][CH2:5][C:4](=[N:7][NH:8][CH2:9][CH2:10][C:11]#[N:12])[CH2:3][CH2:2]1.[OH-].[Na+], predict the reaction product.